Dataset: Full USPTO retrosynthesis dataset with 1.9M reactions from patents (1976-2016). Task: Predict the reactants needed to synthesize the given product. (1) Given the product [Cl:30][C:29]1[C:15]2[C:14]([N:11]3[CH2:10][CH2:9][NH:8][CH2:13][CH2:12]3)=[N:19][C:18]([C:20]3[CH:25]=[CH:24][N:23]=[CH:22][CH:21]=3)=[N:17][C:16]=2[CH:26]=[N:27][CH:28]=1, predict the reactants needed to synthesize it. The reactants are: C(OC([N:8]1[CH2:13][CH2:12][N:11]([C:14]2[C:15]3[C:29]([Cl:30])=[CH:28][N:27]=[CH:26][C:16]=3[N:17]=[C:18]([C:20]3[CH:25]=[CH:24][N:23]=[CH:22][CH:21]=3)[N:19]=2)[CH2:10][CH2:9]1)=O)(C)(C)C.Cl. (2) Given the product [CH3:39][C:34]1[CH:33]=[C:32]([C:28]2[CH:27]=[C:26]([C:24]3[CH2:23][C:22](=[O:40])[NH:21][C:9]4[CH:10]=[C:11]([C:17]([F:20])([F:18])[F:19])[C:12]([O:14][CH2:15][CH3:16])=[CH:13][C:8]=4[N:7]=3)[CH:31]=[CH:30][CH:29]=2)[CH:37]=[C:36]([CH3:38])[N:35]=1, predict the reactants needed to synthesize it. The reactants are: C(OC(=O)[NH:7][C:8]1[CH:13]=[C:12]([O:14][CH2:15][CH3:16])[C:11]([C:17]([F:20])([F:19])[F:18])=[CH:10][C:9]=1[NH:21][C:22](=[O:40])[CH2:23][C:24]([C:26]1[CH:31]=[CH:30][CH:29]=[C:28]([C:32]2[CH:37]=[C:36]([CH3:38])[N:35]=[C:34]([CH3:39])[CH:33]=2)[CH:27]=1)=O)(C)(C)C.C(O)(C(F)(F)F)=O. (3) Given the product [F:3][C:4]1[CH:12]=[CH:11][CH:10]=[C:9]([F:13])[C:5]=1[CH:6]([O:8][C:19]1[CH:20]=[CH:21][CH:22]=[C:15]([F:14])[C:16]=1[C:17]#[N:18])[CH3:7], predict the reactants needed to synthesize it. The reactants are: [H-].[Na+].[F:3][C:4]1[CH:12]=[CH:11][CH:10]=[C:9]([F:13])[C:5]=1[CH:6]([OH:8])[CH3:7].[F:14][C:15]1[CH:22]=[CH:21][CH:20]=[C:19](F)[C:16]=1[C:17]#[N:18].